This data is from Forward reaction prediction with 1.9M reactions from USPTO patents (1976-2016). The task is: Predict the product of the given reaction. (1) Given the reactants [NH2:1][C:2]1[C:7]2[C:8]([Br:11])=[CH:9][S:10][C:6]=2[C:5]([C:12]2[CH:13]=[C:14]([CH2:18]O)[CH:15]=[CH:16][CH:17]=2)=[CH:4][N:3]=1.O=S(Cl)[Cl:22], predict the reaction product. The product is: [Br:11][C:8]1[C:7]2[C:2]([NH2:1])=[N:3][CH:4]=[C:5]([C:12]3[CH:17]=[CH:16][CH:15]=[C:14]([CH2:18][Cl:22])[CH:13]=3)[C:6]=2[S:10][CH:9]=1. (2) Given the reactants [Cl:1][C:2]1[C:7]([N+:8]([O-:10])=[O:9])=[CH:6][CH:5]=[C:4]([Cl:11])[C:3]=1[S:12](Cl)(=[O:14])=[O:13].[CH:16]1([NH2:21])[CH2:20][CH2:19][CH2:18][CH2:17]1.C(N(CC)CC)C, predict the reaction product. The product is: [CH:16]1([NH:21][S:12]([C:3]2[C:4]([Cl:11])=[CH:5][CH:6]=[C:7]([N+:8]([O-:10])=[O:9])[C:2]=2[Cl:1])(=[O:14])=[O:13])[CH2:20][CH2:19][CH2:18][CH2:17]1.